Task: Predict the reactants needed to synthesize the given product.. Dataset: Full USPTO retrosynthesis dataset with 1.9M reactions from patents (1976-2016) (1) Given the product [Cl:1][C:2]1[CH:9]=[CH:8][CH:7]=[C:6]([N:11]2[CH2:16][CH2:15][O:14][CH2:13][CH2:12]2)[C:3]=1[CH:4]=[O:5], predict the reactants needed to synthesize it. The reactants are: [Cl:1][C:2]1[CH:9]=[CH:8][CH:7]=[C:6](F)[C:3]=1[CH:4]=[O:5].[NH:11]1[CH2:16][CH2:15][O:14][CH2:13][CH2:12]1.C(=O)([O-])[O-].[K+].[K+].CS(C)=O. (2) Given the product [CH3:91][O:90][C:89](=[O:92])[NH:88][C@@H:79]1[CH:78]2[C:77](=[O:93])[CH2:76][C@H:75]([C:72]3[NH:73][CH:74]=[C:70]([C:67]4[CH:68]=[CH:69][C:64]([C:61]5[N:62]=[CH:63][C:58]([C:55]6[NH:54][C:53]([C@@H:50]7[CH2:49][C:48]([F:47])([F:94])[CH2:52][N:51]7[C:7](=[O:9])[CH:6]([NH:5][C:3]([O:2][CH3:1])=[O:4])[CH:10]([CH3:12])[CH3:11])=[N:57][CH:56]=6)=[CH:59][N:60]=5)=[CH:65][CH:66]=4)[N:71]=3)[CH2:87][N:85]3[C:86]2=[C:82]([CH:83]=[CH:84]3)[CH2:81][CH2:80]1, predict the reactants needed to synthesize it. The reactants are: [CH3:1][O:2][C:3]([NH:5][C@@H:6]([CH:10]([CH3:12])[CH3:11])[C:7]([OH:9])=O)=[O:4].CN(C(ON1N=NC2C=CC=NC1=2)=[N+](C)C)C.F[P-](F)(F)(F)(F)F.CCN(C(C)C)C(C)C.Cl.[F:47][C:48]1([F:94])[CH2:52][NH:51][C@H:50]([C:53]2[NH:54][C:55]([C:58]3[CH:59]=[N:60][C:61]([C:64]4[CH:69]=[CH:68][C:67]([C:70]5[N:71]=[C:72]([C@@H:75]6[CH2:87][N:85]7[C:86]8[CH:78]([C@@H:79]([NH:88][C:89](=[O:92])[O:90][CH3:91])[CH2:80][CH2:81][C:82]=8[CH:83]=[CH:84]7)[C:77](=[O:93])[CH2:76]6)[NH:73][CH:74]=5)=[CH:66][CH:65]=4)=[N:62][CH:63]=3)=[CH:56][N:57]=2)[CH2:49]1. (3) Given the product [OH:6][NH:5][C:3](=[O:4])[C@:2]([CH3:1])([S:31]([CH3:34])(=[O:33])=[O:32])[CH2:13][CH2:14][N:15]1[CH:19]=[C:18]([C:20]2[CH:25]=[CH:24][C:23]([C:26]3[O:27][CH:28]=[CH:29][N:30]=3)=[CH:22][CH:21]=2)[CH:17]=[N:16]1, predict the reactants needed to synthesize it. The reactants are: [CH3:1][C@@:2]([S:31]([CH3:34])(=[O:33])=[O:32])([CH2:13][CH2:14][N:15]1[CH:19]=[C:18]([C:20]2[CH:25]=[CH:24][C:23]([C:26]3[O:27][CH:28]=[CH:29][N:30]=3)=[CH:22][CH:21]=2)[CH:17]=[N:16]1)[C:3]([NH:5][O:6]C1CCCCO1)=[O:4].Cl. (4) Given the product [C:29]([N:15]([CH:16]1[CH2:17][CH2:18][CH2:19][CH2:20][CH2:21]1)[C:8](=[N:7][CH:1]1[CH2:2][CH2:3][CH2:4][CH2:5][CH2:6]1)[O:9][N:10]=[C:11]([CH2:13][CH3:14])[CH3:12])(=[O:36])[C:30]1[CH:35]=[CH:34][CH:33]=[CH:32][CH:31]=1, predict the reactants needed to synthesize it. The reactants are: [CH:1]1([NH:7][C:8](=[N:15][CH:16]2[CH2:21][CH2:20][CH2:19][CH2:18][CH2:17]2)[O:9][N:10]=[C:11]([CH2:13][CH3:14])[CH3:12])[CH2:6][CH2:5][CH2:4][CH2:3][CH2:2]1.C(N(CC)CC)C.[C:29](Cl)(=[O:36])[C:30]1[CH:35]=[CH:34][CH:33]=[CH:32][CH:31]=1. (5) Given the product [CH:1]([N:14]1[CH2:19][CH2:18][N:17]([C:20]2[CH:25]=[CH:24][C:23]([NH:26][C:34]([C:30]3[N:29]([CH3:28])[CH:33]=[CH:32][CH:31]=3)=[O:35])=[CH:22][C:21]=2[F:27])[CH2:16][CH2:15]1)([C:2]1[CH:7]=[CH:6][CH:5]=[CH:4][CH:3]=1)[C:8]1[CH:9]=[CH:10][CH:11]=[CH:12][CH:13]=1, predict the reactants needed to synthesize it. The reactants are: [CH:1]([N:14]1[CH2:19][CH2:18][N:17]([C:20]2[CH:25]=[CH:24][C:23]([NH2:26])=[CH:22][C:21]=2[F:27])[CH2:16][CH2:15]1)([C:8]1[CH:13]=[CH:12][CH:11]=[CH:10][CH:9]=1)[C:2]1[CH:7]=[CH:6][CH:5]=[CH:4][CH:3]=1.[CH3:28][N:29]1[CH:33]=[CH:32][CH:31]=[C:30]1[C:34](O)=[O:35]. (6) The reactants are: [CH3:1][C:2]1[NH:3][C:4]2[C:9]([CH:10]=1)=[CH:8][CH:7]=[CH:6][CH:5]=2.[Cl-].[C:12]([C:16]1[CH:25]=[CH:24][C:19]([CH:20]=[N+:21]([CH3:23])[CH3:22])=[CH:18][CH:17]=1)([CH3:15])([CH3:14])[CH3:13].C(C1C=CC(C=O)=CC=1)(C)(C)C.CNC. Given the product [C:12]([C:16]1[CH:17]=[CH:18][C:19]([CH:20]([N:21]([CH3:23])[CH3:22])[C:10]2[C:9]3[C:4](=[CH:5][CH:6]=[CH:7][CH:8]=3)[NH:3][C:2]=2[CH3:1])=[CH:24][CH:25]=1)([CH3:15])([CH3:13])[CH3:14], predict the reactants needed to synthesize it. (7) Given the product [CH3:20][O:21][C:22]1[CH:27]=[CH:26][CH:25]=[CH:24][C:23]=1[N:28]1[CH2:33][CH2:32][NH:31][CH2:30][CH:29]1[CH2:17][CH2:16][CH2:15][CH2:14][CH:12]1[O:11][N:10]=[C:9]([CH:8]=[CH:7][C:1]2[CH:2]=[CH:3][CH:4]=[CH:5][CH:6]=2)[CH2:13]1, predict the reactants needed to synthesize it. The reactants are: [C:1]1([CH:7]=[CH:8][C:9]2[CH2:13][CH:12]([CH2:14][CH2:15][CH2:16][CH:17]=O)[O:11][N:10]=2)[CH:6]=[CH:5][CH:4]=[CH:3][CH:2]=1.Cl.[CH3:20][O:21][C:22]1[CH:27]=[CH:26][CH:25]=[CH:24][C:23]=1[N:28]1[CH2:33][CH2:32][NH:31][CH2:30][CH2:29]1.[BH-](OC(C)=O)(OC(C)=O)OC(C)=O.[Na+].C(N(C(C)C)CC)(C)C.